This data is from Forward reaction prediction with 1.9M reactions from USPTO patents (1976-2016). The task is: Predict the product of the given reaction. (1) Given the reactants N#N.[NH2:3][C@H:4]([CH2:8][C:9]1[CH:14]=[CH:13][C:12]([CH2:15][F:16])=[CH:11][CH:10]=1)[C:5]([OH:7])=[O:6].C(=O)([O-])[O-].[K+].[K+].[C:23]([O:27][C:28](O[C:28]([O:27][C:23]([CH3:26])([CH3:25])[CH3:24])=[O:29])=[O:29])([CH3:26])([CH3:25])[CH3:24], predict the reaction product. The product is: [C:23]([O:27][C:28]([NH:3][C@H:4]([CH2:8][C:9]1[CH:10]=[CH:11][C:12]([CH2:15][F:16])=[CH:13][CH:14]=1)[C:5]([OH:7])=[O:6])=[O:29])([CH3:26])([CH3:25])[CH3:24]. (2) The product is: [CH3:16][Si:15]([CH3:18])([CH3:17])[CH2:14][CH2:13][O:12][CH2:11][N:8]1[C:4]2[N:5]=[CH:6][N:7]=[C:2]([NH2:19])[C:3]=2[CH:10]=[CH:9]1. Given the reactants Cl[C:2]1[C:3]2[CH:10]=[CH:9][N:8]([CH2:11][O:12][CH2:13][CH2:14][Si:15]([CH3:18])([CH3:17])[CH3:16])[C:4]=2[N:5]=[CH:6][N:7]=1.[NH4+:19].[OH-], predict the reaction product.